From a dataset of Full USPTO retrosynthesis dataset with 1.9M reactions from patents (1976-2016). Predict the reactants needed to synthesize the given product. (1) Given the product [CH2:1]([O:8][C:9]1[CH:10]=[CH:11][C:12]([CH3:17])=[C:13]([CH:14]=[CH:37][C:38]([O:40][CH2:41][CH3:42])=[O:39])[CH:16]=1)[C:2]1[CH:7]=[CH:6][CH:5]=[CH:4][CH:3]=1, predict the reactants needed to synthesize it. The reactants are: [CH2:1]([O:8][C:9]1[CH:10]=[CH:11][C:12]([CH3:17])=[C:13]([CH:16]=1)[CH:14]=O)[C:2]1[CH:7]=[CH:6][CH:5]=[CH:4][CH:3]=1.C1(P(=[CH:37][C:38]([O:40][CH2:41][CH3:42])=[O:39])(C2C=CC=CC=2)C2C=CC=CC=2)C=CC=CC=1. (2) Given the product [N:21]1([CH2:20][CH2:19][N:14]2[CH2:15][CH:16]3[CH2:17][C:13]2([C:10]2[NH:9][C:8]4[CH:7]=[CH:6][CH:5]=[C:4]([C:1]([NH2:2])=[O:3])[C:12]=4[N:11]=2)[CH2:18]3)[CH2:26][CH2:25][NH:24][CH2:23][CH2:22]1, predict the reactants needed to synthesize it. The reactants are: [C:1]([C:4]1[C:12]2[N:11]=[C:10]([C:13]34[CH2:18][CH:16]([CH2:17]3)[CH2:15][N:14]4[CH2:19][CH2:20][N:21]3[CH2:26][CH2:25][N:24](C(OC(C)(C)C)=O)[CH2:23][CH2:22]3)[NH:9][C:8]=2[CH:7]=[CH:6][CH:5]=1)(=[O:3])[NH2:2]. (3) Given the product [CH3:9][O:8][C:4]1[CH:3]=[C:2]([CH:7]=[CH:6][CH:5]=1)[O:10][C:11]1[CH:12]=[C:13]([CH:18]=[CH:19][CH:20]=1)[C:14]([O:16][CH3:17])=[O:15], predict the reactants needed to synthesize it. The reactants are: Br[C:2]1[CH:3]=[C:4]([O:8][CH3:9])[CH:5]=[CH:6][CH:7]=1.[OH:10][C:11]1[CH:12]=[C:13]([CH:18]=[CH:19][CH:20]=1)[C:14]([O:16][CH3:17])=[O:15].C(=O)([O-])[O-].[K+].[K+].C(Cl)Cl. (4) Given the product [O:11]=[C:6]1[CH2:5][C:4]2[C:8](=[CH:9][CH:10]=[C:2]([NH:1][C:12](=[O:14])[CH3:13])[CH:3]=2)[NH:7]1, predict the reactants needed to synthesize it. The reactants are: [NH2:1][C:2]1[CH:3]=[C:4]2[C:8](=[CH:9][CH:10]=1)[NH:7][C:6](=[O:11])[CH2:5]2.[C:12](Cl)(=[O:14])[CH3:13].C(OCC)(=O)C. (5) Given the product [Cl:14][C:3]1[C:4]([Cl:13])=[N:5][CH:6]=[C:7]([C:2]=1[NH:15][C:16]1[CH:17]=[C:18]([CH3:22])[CH:19]=[CH:20][CH:21]=1)[C:8]([O:10][CH2:11][CH3:12])=[O:9], predict the reactants needed to synthesize it. The reactants are: Cl[C:2]1[C:7]([C:8]([O:10][CH2:11][CH3:12])=[O:9])=[CH:6][N:5]=[C:4]([Cl:13])[C:3]=1[Cl:14].[NH2:15][C:16]1[CH:21]=[CH:20][CH:19]=[C:18]([CH3:22])[CH:17]=1. (6) Given the product [NH2:4][C@H:5]([CH2:11][C:12]1[CH:21]=[CH:20][C:19]2[CH2:18][CH2:17][CH2:16][CH2:15][C:14]=2[CH:13]=1)[C:6]([OH:8])=[O:7], predict the reactants needed to synthesize it. The reactants are: C([NH:4][C@H:5]([CH2:11][C:12]1[CH:21]=[CH:20][C:19]2[CH2:18][CH2:17][CH2:16][CH2:15][C:14]=2[CH:13]=1)[C:6]([O:8]CC)=[O:7])(=O)C.